This data is from Retrosynthesis with 50K atom-mapped reactions and 10 reaction types from USPTO. The task is: Predict the reactants needed to synthesize the given product. Given the product CCCCCN1C(=O)C(C)(C)c2cc(N(C)C(=O)CCc3ccccc3)c([N+](=O)[O-])cc21, predict the reactants needed to synthesize it. The reactants are: CCCCCN1C(=O)C(C)(C)c2cc(NC(=O)CCc3ccccc3)c([N+](=O)[O-])cc21.CI.